The task is: Predict the reactants needed to synthesize the given product.. This data is from Retrosynthesis with 50K atom-mapped reactions and 10 reaction types from USPTO. (1) The reactants are: Nc1ncncc1Br.OB(O)c1ccnc2c1cnn2-c1ccc(F)cc1. Given the product Nc1ncncc1-c1ccnc2c1cnn2-c1ccc(F)cc1, predict the reactants needed to synthesize it. (2) Given the product Cn1cc(-c2cc3c(N4CCN(c5ncc(/C(=N\[S@@](=O)C(C)(C)C)c6ccc(F)cc6)cn5)CC4)ncnn3c2)cn1, predict the reactants needed to synthesize it. The reactants are: CC(C)(C)[S@@](N)=O.Cn1cc(-c2cc3c(N4CCN(c5ncc(C(=O)c6ccc(F)cc6)cn5)CC4)ncnn3c2)cn1.